Dataset: Forward reaction prediction with 1.9M reactions from USPTO patents (1976-2016). Task: Predict the product of the given reaction. Given the reactants Br[CH2:2][CH2:3][CH2:4][OH:5].[Br:6][C:7]1[CH:8]=[C:9]([CH:22]=[CH:23][C:24]=1[Cl:25])[C:10]([N:12]([C:14]1[C:19]([CH3:20])=[CH:18][CH:17]=[CH:16][C:15]=1[OH:21])[CH3:13])=[O:11].C([O-])([O-])=O.[K+].[K+].Cl, predict the reaction product. The product is: [Br:6][C:7]1[CH:8]=[C:9]([CH:22]=[CH:23][C:24]=1[Cl:25])[C:10]([N:12]([C:14]1[C:19]([CH3:20])=[CH:18][CH:17]=[CH:16][C:15]=1[O:21][CH2:2][CH2:3][CH2:4][OH:5])[CH3:13])=[O:11].